This data is from Catalyst prediction with 721,799 reactions and 888 catalyst types from USPTO. The task is: Predict which catalyst facilitates the given reaction. (1) Reactant: [N:1]1[CH:6]=[CH:5][CH:4]=[CH:3][C:2]=1[C:7]1[NH:8][C:9]([C:14]2[CH:19]=[CH:18][CH:17]=[CH:16][N:15]=2)=[CH:10][C:11](=O)[CH:12]=1.P(Cl)(Cl)(Cl)(Cl)[Cl:21]. Product: [Cl:21][C:11]1[CH:12]=[C:7]([C:2]2[CH:3]=[CH:4][CH:5]=[CH:6][N:1]=2)[N:8]=[C:9]([C:14]2[CH:19]=[CH:18][CH:17]=[CH:16][N:15]=2)[CH:10]=1. The catalyst class is: 286. (2) Reactant: [O:1]1[C:6]2[CH:7]=[CH:8][CH:9]=[CH:10][C:5]=2[O:4][CH2:3][C@@H:2]1[C:11]([N:13]1[CH2:18][CH2:17][CH2:16][C@@H:15]([C:19]2[CH:24]=[CH:23][CH:22]=[CH:21][C:20]=2[F:25])[CH2:14]1)=O. Product: [O:1]1[C:6]2[CH:7]=[CH:8][CH:9]=[CH:10][C:5]=2[O:4][CH2:3][C@@H:2]1[CH2:11][N:13]1[CH2:18][CH2:17][CH2:16][C@@H:15]([C:19]2[CH:24]=[CH:23][CH:22]=[CH:21][C:20]=2[F:25])[CH2:14]1. The catalyst class is: 1. (3) Reactant: C[O:2][C:3](=[O:21])[C:4]1[CH:9]=[CH:8][CH:7]=[C:6]([O:10][CH2:11][CH2:12][C:13]2[CH:18]=[CH:17][C:16]([Cl:19])=[CH:15][C:14]=2[Cl:20])[CH:5]=1.[OH-].[Na+].O.Cl. Product: [Cl:20][C:14]1[CH:15]=[C:16]([Cl:19])[CH:17]=[CH:18][C:13]=1[CH2:12][CH2:11][O:10][C:6]1[CH:5]=[C:4]([CH:9]=[CH:8][CH:7]=1)[C:3]([OH:21])=[O:2]. The catalyst class is: 12. (4) Reactant: C(OC([N:8]1[CH2:12][CH2:11][CH2:10][C@H:9]1[C:13]([O:15][CH2:16][O:17][C:18](=[O:46])[N:19]([C:43](=[O:45])[CH3:44])[CH2:20][C@@H:21]1[O:25][C:24](=[O:26])[N:23]([C:27]2[CH:32]=[CH:31][C:30]([N:33]3[CH2:40][C:39]4[C:35](=[N:36][N:37]([CH3:41])[CH:38]=4)[CH2:34]3)=[C:29]([F:42])[CH:28]=2)[CH2:22]1)=[O:14])=O)(C)(C)C.C(O)(C(F)(F)F)=O. Product: [C:43]([N:19]([CH2:20][C@@H:21]1[O:25][C:24](=[O:26])[N:23]([C:27]2[CH:32]=[CH:31][C:30]([N:33]3[CH2:40][C:39]4[C:35](=[N:36][N:37]([CH3:41])[CH:38]=4)[CH2:34]3)=[C:29]([F:42])[CH:28]=2)[CH2:22]1)[C:18]([O:17][CH2:16][O:15][C:13]([C@@H:9]1[CH2:10][CH2:11][CH2:12][NH:8]1)=[O:14])=[O:46])(=[O:45])[CH3:44]. The catalyst class is: 4. (5) Reactant: [S:1]([Li])[Li].Cl.O=C1[NH:11][C:10]2[CH:12]=[CH:13][C:14]([C:16]([OH:18])=[O:17])=[CH:15][C:9]=2[C:8](=O)[O:7]1. Product: [O:7]=[C:8]1[S:1][NH:11][C:10]2[CH:12]=[CH:13][C:14]([C:16]([OH:18])=[O:17])=[CH:15][C:9]1=2. The catalyst class is: 6. (6) Reactant: Cl.Cl.[Cl:3][C:4]1[CH:20]=[CH:19][C:7]([CH2:8][NH:9][C:10]([C:12]2([NH2:18])[CH2:17][CH2:16][NH:15][CH2:14][CH2:13]2)=[O:11])=[CH:6][CH:5]=1.Cl[C:22]1[N:30]=[CH:29][N:28]=[C:27]2[C:23]=1[NH:24][CH:25]=[N:26]2.C(N(CC)CC)C. Product: [Cl:3][C:4]1[CH:5]=[CH:6][C:7]([CH2:8][NH:9][C:10]([C:12]2([NH2:18])[CH2:13][CH2:14][N:15]([C:22]3[N:30]=[CH:29][N:28]=[C:27]4[C:23]=3[N:24]=[CH:25][NH:26]4)[CH2:16][CH2:17]2)=[O:11])=[CH:19][CH:20]=1. The catalyst class is: 51.